From a dataset of Full USPTO retrosynthesis dataset with 1.9M reactions from patents (1976-2016). Predict the reactants needed to synthesize the given product. (1) Given the product [F:1][C:2]1[CH:3]=[C:4]([C:26]2([NH:29][CH2:30][CH2:31][C:32]([OH:34])=[O:33])[CH2:27][CH2:28]2)[CH:5]=[CH:6][C:7]=1[C:8]1[S:9][C:10]2[C:15]([N:16]=1)=[CH:14][CH:13]=[C:12]([C:17]1([C:20]3[CH:25]=[CH:24][CH:23]=[CH:22][CH:21]=3)[CH2:19][CH2:18]1)[N:11]=2, predict the reactants needed to synthesize it. The reactants are: [F:1][C:2]1[CH:3]=[C:4]([C:26]2([NH:29][CH2:30][CH2:31][C:32]([O:34]C)=[O:33])[CH2:28][CH2:27]2)[CH:5]=[CH:6][C:7]=1[C:8]1[S:9][C:10]2[C:15]([N:16]=1)=[CH:14][CH:13]=[C:12]([C:17]1([C:20]3[CH:25]=[CH:24][CH:23]=[CH:22][CH:21]=3)[CH2:19][CH2:18]1)[N:11]=2.[OH-].[Li+]. (2) Given the product [CH2:1]([O:8][C:9]1[CH:10]=[C:11]([CH:14]=[CH:15][CH:16]=1)[CH:12]=[C:26]1[C:27](=[O:28])[O:29][C:22]([CH3:23])=[N:25]1)[C:2]1[CH:7]=[CH:6][CH:5]=[CH:4][CH:3]=1, predict the reactants needed to synthesize it. The reactants are: [CH2:1]([O:8][C:9]1[CH:10]=[C:11]([CH:14]=[CH:15][CH:16]=1)[CH:12]=O)[C:2]1[CH:7]=[CH:6][CH:5]=[CH:4][CH:3]=1.C([O-])(=O)C.[Na+].[C:22]([NH:25][CH2:26][C:27]([OH:29])=[O:28])(=O)[CH3:23].C(OC(=O)C)(=O)C.